Task: Binary Classification. Given a drug SMILES string, predict its activity (active/inactive) in a high-throughput screening assay against a specified biological target.. Dataset: In vitro SARS-CoV-2 activity screen of 1,480 approved drugs from Prestwick library The compound is C#C[C@]1(O)CC[C@H]2[C@@H]3CCC4=CC(=O)CC[C@@H]4[C@H]3CC[C@@]21C. The result is 0 (inactive).